The task is: Predict the reactants needed to synthesize the given product.. This data is from Full USPTO retrosynthesis dataset with 1.9M reactions from patents (1976-2016). (1) Given the product [CH3:1][C:2]1[N:3]([CH2:28][C:29]([OH:31])=[O:30])[C:4]2[CH2:5][CH2:6][C:7]([CH3:27])([CH3:26])[CH2:8][C:9]=2[C:10]=1[CH2:11][C:12]1[CH:17]=[CH:16][CH:15]=[CH:14][C:13]=1[S:18]([N:21]1[CH2:22][CH2:23][CH2:24][CH2:25]1)(=[O:19])=[O:20], predict the reactants needed to synthesize it. The reactants are: [CH3:1][C:2]1[N:3]([CH2:28][C:29]([O:31]CC)=[O:30])[C:4]2[CH2:5][CH2:6][C:7]([CH3:27])([CH3:26])[CH2:8][C:9]=2[C:10]=1[CH2:11][C:12]1[CH:17]=[CH:16][CH:15]=[CH:14][C:13]=1[S:18]([N:21]1[CH2:25][CH2:24][CH2:23][CH2:22]1)(=[O:20])=[O:19].O.[OH-].[Na+]. (2) Given the product [CH2:10]([O:9][CH2:8][C:6]1[CH:7]=[C:2]([C:15]2[CH:20]=[CH:19][C:18]([C:21]([CH3:26])([CH3:25])[C:22]([OH:24])=[O:23])=[CH:17][CH:16]=2)[CH:3]=[N:4][CH:5]=1)[CH3:11], predict the reactants needed to synthesize it. The reactants are: Br[C:2]1[CH:3]=[N:4][CH:5]=[C:6]([CH2:8][O:9][CH2:10][CH3:11])[CH:7]=1.B([C:15]1[CH:20]=[CH:19][C:18]([C:21]([CH3:26])([CH3:25])[C:22]([OH:24])=[O:23])=[CH:17][CH:16]=1)(O)O. (3) Given the product [CH:15]([CH:7]1[C:6](=[S:18])[N:5]([CH2:4][C:3]([OH:19])=[O:2])[C:10]2[CH:11]=[CH:12][CH:13]=[CH:14][C:9]=2[O:8]1)([CH3:17])[CH3:16], predict the reactants needed to synthesize it. The reactants are: C[O:2][C:3](=[O:19])[CH2:4][N:5]1[C:10]2[CH:11]=[CH:12][CH:13]=[CH:14][C:9]=2[O:8][CH:7]([CH:15]([CH3:17])[CH3:16])[C:6]1=[S:18].[OH-].[Na+].O.Cl. (4) Given the product [C:1]([O:5][C:6](=[O:18])[C:7]1[CH:12]=[CH:11][C:10]([CH:13]([F:14])[C:15](=[O:16])[NH:20][CH3:19])=[CH:9][CH:8]=1)([CH3:4])([CH3:3])[CH3:2], predict the reactants needed to synthesize it. The reactants are: [C:1]([O:5][C:6](=[O:18])[C:7]1[CH:12]=[CH:11][C:10]([CH:13]([C:15](O)=[O:16])[F:14])=[CH:9][CH:8]=1)([CH3:4])([CH3:3])[CH3:2].[CH3:19][N:20]1CCOCC1.C(Cl)(=O)C(Cl)=O.[OH-].[NH4+]. (5) Given the product [NH2:1][C:4]1[C:9]([OH:10])=[CH:8][CH:7]=[CH:6][C:5]=1[OH:11], predict the reactants needed to synthesize it. The reactants are: [N+:1]([C:4]1[C:9]([OH:10])=[CH:8][CH:7]=[CH:6][C:5]=1[OH:11])([O-])=O.C([O-])=O.[NH4+]. (6) Given the product [Cl:1][C:2]1[CH:14]=[C:13]([NH2:15])[CH:12]=[CH:11][C:3]=1[NH:4][C:5]1[CH:10]=[CH:9][CH:8]=[CH:7][CH:6]=1, predict the reactants needed to synthesize it. The reactants are: [Cl:1][C:2]1[CH:14]=[C:13]([N+:15]([O-])=O)[CH:12]=[CH:11][C:3]=1[NH:4][C:5]1[CH:10]=[CH:9][CH:8]=[CH:7][CH:6]=1.CO.[Cl-].[NH4+].